From a dataset of Full USPTO retrosynthesis dataset with 1.9M reactions from patents (1976-2016). Predict the reactants needed to synthesize the given product. (1) Given the product [CH3:13][O:14][C:10](=[O:16])[CH2:9][C:3]1[CH:4]=[CH:5][CH:6]=[C:7]([Cl:8])[C:2]=1[Br:1], predict the reactants needed to synthesize it. The reactants are: [Br:1][C:2]1[C:7]([Cl:8])=[CH:6][CH:5]=[CH:4][C:3]=1[CH2:9][C:10]#N.Cl.[CH3:13][OH:14].C[OH:16]. (2) Given the product [C:29]([O:44][CH2:43][CH:8]([CH2:9][CH3:10])[CH2:7][CH2:6][CH2:5][CH3:4])(=[O:30])[CH:28]=[CH2:27].[CH:29]([N:31]1[CH2:32][CH2:33][CH2:38][C:37]1=[O:39])=[CH2:28].[C:1]([OH:16])(=[O:15])[CH:2]=[CH2:3], predict the reactants needed to synthesize it. The reactants are: [C:1]([O:16]C(C)C)(=[O:15])[CH2:2][CH2:3][CH2:4][CH2:5][CH2:6][CH2:7][CH2:8][CH2:9][CH2:10]CCCC.CC(/C=C/CC[CH2:27][CH2:28][C:29]([NH:31][CH2:32][C:33]1C=CC(O)=[C:37]([O:39]C)[CH:38]=1)=[O:30])C.[N-]=[C:43]=[O:44]. (3) Given the product [C:51]([O:50][C:49]([NH:2][CH2:1][C:3]1[CH:4]=[C:5]([NH:14][C:15](=[O:28])[CH2:16][CH2:17][CH2:18][C:19]2[CH:20]=[CH:21][C:22]([B:25]([OH:26])[OH:27])=[CH:23][CH:24]=2)[CH:6]=[CH:7][C:8]=1[S:9]([CH2:12][CH3:13])(=[O:11])=[O:10])=[O:55])([CH3:54])([CH3:53])[CH3:52], predict the reactants needed to synthesize it. The reactants are: [C:1]([C:3]1[CH:4]=[C:5]([NH:14][C:15](=[O:28])[CH2:16][CH2:17][CH2:18][C:19]2[CH:24]=[CH:23][C:22]([B:25]([OH:27])[OH:26])=[CH:21][CH:20]=2)[CH:6]=[CH:7][C:8]=1[S:9]([CH2:12][CH3:13])(=[O:11])=[O:10])#[N:2].BrC1C=CC(CCCC(NC2C=CC(S(CC)(=O)=O)=C(C=2)CN[C:49](=[O:55])[O:50][C:51]([CH3:54])([CH3:53])[CH3:52])=O)=CC=1.CC1(C)COB(B2OCC(C)(C)CO2)OC1.B(O)O. (4) Given the product [C:1]([C:21]1[C:22]2[S:23][CH:24]=[CH:25][C:26]=2[C:27]([C:12]#[C:11][CH2:13][CH2:1][CH2:2][CH2:3][CH2:4][CH2:5][CH2:6][CH3:7])=[C:17]2[S:16][CH:20]=[CH:19][C:18]=12)#[C:2][CH2:3][CH2:4][CH2:5][CH2:6][CH2:7][CH2:8][CH2:9][CH3:10], predict the reactants needed to synthesize it. The reactants are: [CH:1]#[C:2][CH2:3][CH2:4][CH2:5][CH2:6][CH2:7][CH2:8][CH2:9][CH3:10].[CH:11]([Mg]Cl)([CH3:13])[CH3:12].[S:16]1[CH:20]=[CH:19][C:18]2=[CH:21][C:22]3[S:23][CH:24]=[CH:25][C:26]=3[CH:27]=[C:17]12.[Sn](Cl)Cl. (5) Given the product [C:1]([O:4][CH2:5][C:6]1[C:11]([N:12]2[CH2:24][CH2:23][C:22]3[N:21]4[C:16]([CH2:17][CH2:18][CH2:19][CH2:20]4)=[CH:15][C:14]=3[C:13]2=[O:25])=[CH:10][C:9]([F:26])=[CH:8][C:7]=1[C:33]1[CH:32]=[C:31]([NH:44][C:45]2[CH:50]=[CH:49][C:48]([N:51]3[CH2:56][CH2:55][N:54]([CH:57]4[CH2:58][O:59][CH2:60]4)[CH2:53][C@@H:52]3[CH3:61])=[CH:47][N:46]=2)[C:30](=[O:62])[N:29]([CH3:28])[CH:34]=1)(=[O:3])[CH3:2], predict the reactants needed to synthesize it. The reactants are: [C:1]([O:4][CH2:5][C:6]1[C:11]([N:12]2[CH2:24][CH2:23][C:22]3[N:21]4[C:16]([CH2:17][CH2:18][CH2:19][CH2:20]4)=[CH:15][C:14]=3[C:13]2=[O:25])=[CH:10][C:9]([F:26])=[CH:8][C:7]=1Br)(=[O:3])[CH3:2].[CH3:28][N:29]1[CH:34]=[C:33](B2OC(C)(C)C(C)(C)O2)[CH:32]=[C:31]([NH:44][C:45]2[CH:50]=[CH:49][C:48]([N:51]3[CH2:56][CH2:55][N:54]([CH:57]4[CH2:60][O:59][CH2:58]4)[CH2:53][C@@H:52]3[CH3:61])=[CH:47][N:46]=2)[C:30]1=[O:62].CC(O[Na])=O.[O-]P([O-])([O-])=O.[K+].[K+].[K+]. (6) The reactants are: [ClH:1].[CH3:2][C:3]1([CH3:40])[CH2:8][C:7](=[O:9])[N:6]([C:10]2[CH:11]=[C:12]([S:16]([C:19]3[C:20]([CH2:37][CH3:38])=[N:21][N:22]([CH2:26][C@@H:27]([NH:29]C(=O)OC(C)(C)C)[CH3:28])[C:23]=3[CH2:24][CH3:25])(=[O:18])=[O:17])[CH:13]=[CH:14][CH:15]=2)[C:5](=[O:39])[CH2:4]1. Given the product [ClH:1].[NH2:29][C@@H:27]([CH3:28])[CH2:26][N:22]1[C:23]([CH2:24][CH3:25])=[C:19]([S:16]([C:12]2[CH:11]=[C:10]([N:6]3[C:5](=[O:39])[CH2:4][C:3]([CH3:2])([CH3:40])[CH2:8][C:7]3=[O:9])[CH:15]=[CH:14][CH:13]=2)(=[O:18])=[O:17])[C:20]([CH2:37][CH3:38])=[N:21]1, predict the reactants needed to synthesize it. (7) Given the product [O:15]=[S:7]1(=[O:16])[C:6]2[CH:17]=[CH:2][CH:3]=[CH:4][C:5]=2[C:9]2[CH:10]=[CH:11][C:12]([O:26][C@H:20]3[CH:21]4[CH2:24][CH2:25][N:18]([CH2:23][CH2:22]4)[CH2:19]3)=[CH:13][C:8]1=2, predict the reactants needed to synthesize it. The reactants are: Br[C:2]1[CH:3]=[CH:4][C:5]2[C:9]3[CH:10]=[CH:11][C:12](Br)=[CH:13][C:8]=3[S:7](=[O:16])(=[O:15])[C:6]=2[CH:17]=1.[N:18]12[CH2:25][CH2:24][CH:21]([CH2:22][CH2:23]1)[C@H:20]([OH:26])[CH2:19]2.N1C2C(=CC=C3C=2N=CC=C3)C=CC=1.C(=O)([O-])[O-].[Cs+].[Cs+]. (8) Given the product [Cl:1][C:2]1[CH:3]=[CH:4][C:5]([C:8]2[S:9][CH:10]=[C:11]([CH2:13][CH2:14][NH2:15])[N:12]=2)=[CH:6][CH:7]=1, predict the reactants needed to synthesize it. The reactants are: [Cl:1][C:2]1[CH:7]=[CH:6][C:5]([C:8]2[S:9][CH:10]=[C:11]([CH2:13][C:14]#[N:15])[N:12]=2)=[CH:4][CH:3]=1.